Task: Predict the reactants needed to synthesize the given product.. Dataset: Full USPTO retrosynthesis dataset with 1.9M reactions from patents (1976-2016) (1) Given the product [OH:17][CH2:18][CH2:19][N:20]1[CH2:25][CH2:24][N:23]([CH2:2][C:3]([NH:5][C:6]2[C:7]([S:15][CH3:16])=[N:8][C:9]([CH3:14])=[CH:10][C:11]=2[S:12][CH3:13])=[O:4])[CH2:22][CH2:21]1, predict the reactants needed to synthesize it. The reactants are: Br[CH2:2][C:3]([NH:5][C:6]1[C:7]([S:15][CH3:16])=[N:8][C:9]([CH3:14])=[CH:10][C:11]=1[S:12][CH3:13])=[O:4].[OH:17][CH2:18][CH2:19][N:20]1[CH2:25][CH2:24][NH:23][CH2:22][CH2:21]1.C(=O)([O-])[O-].[K+].[K+]. (2) Given the product [NH:2]([C:4]([C:6]1[C:15]2[C:10](=[CH:11][CH:12]=[N:13][CH:14]=2)[N:9]=[C:8]([C:16]2[CH:17]=[CH:18][C:19]([C:22]#[C:23][C:24]3[CH:29]=[CH:28][N:27]([CH2:30][C:31]([NH:37][CH3:36])=[O:33])[C:26](=[O:34])[CH:25]=3)=[CH:20][CH:21]=2)[CH:7]=1)=[O:5])[NH2:3], predict the reactants needed to synthesize it. The reactants are: Cl.[NH:2]([C:4]([C:6]1[C:15]2[C:10](=[CH:11][CH:12]=[N:13][CH:14]=2)[N:9]=[C:8]([C:16]2[CH:21]=[CH:20][C:19]([C:22]#[C:23][C:24]3[CH:29]=[CH:28][N:27]([CH2:30][C:31]([OH:33])=O)[C:26](=[O:34])[CH:25]=3)=[CH:18][CH:17]=2)[CH:7]=1)=[O:5])[NH2:3].C[CH2:36][N:37]=C=NCCCN(C)C.Cl.C1C=CC2N(O)N=NC=2C=1.C(N(CC)CC)C.Cl.CN. (3) Given the product [NH:17]1[CH2:23][CH2:22][CH2:21][NH:20][CH2:19][CH:18]1[C:2]1[CH:11]=[CH:10][C:9]2[C:4](=[CH:5][CH:6]=[C:7]([O:12][C:13]([F:16])([F:15])[F:14])[CH:8]=2)[N:3]=1, predict the reactants needed to synthesize it. The reactants are: Cl[C:2]1[CH:11]=[CH:10][C:9]2[C:4](=[CH:5][CH:6]=[C:7]([O:12][C:13]([F:16])([F:15])[F:14])[CH:8]=2)[N:3]=1.[NH:17]1[CH2:23][CH2:22][CH2:21][NH:20][CH2:19][CH2:18]1. (4) The reactants are: [C:1]1([O:7][P:8]([CH2:11][C:12]([CH3:35])=[CH:13][CH2:14][C:15]2[C:16]([O:28][CH2:29][CH2:30][Si:31]([CH3:34])([CH3:33])[CH3:32])=[C:17]3[C:21](=[C:22]([CH3:26])[C:23]=2[O:24][CH3:25])[CH2:20][O:19][C:18]3=[O:27])(=[O:10])[OH:9])[CH:6]=[CH:5][CH:4]=[CH:3][CH:2]=1.[C:36]([O:41][CH2:42][CH3:43])(=[O:40])[C@H:37]([CH3:39])O.C1CN([P+](ON2N=NC3C=CC=CC2=3)(N2CCCC2)N2CCCC2)CC1.F[P-](F)(F)(F)(F)F. Given the product [CH2:42]([O:41][C:36](=[O:40])[CH:37]([O:10][P:8]([CH2:11][C:12]([CH3:35])=[CH:13][CH2:14][C:15]1[C:16]([O:28][CH2:29][CH2:30][Si:31]([CH3:34])([CH3:32])[CH3:33])=[C:17]2[C:21](=[C:22]([CH3:26])[C:23]=1[O:24][CH3:25])[CH2:20][O:19][C:18]2=[O:27])([O:7][C:1]1[CH:2]=[CH:3][CH:4]=[CH:5][CH:6]=1)=[O:9])[CH3:39])[CH3:43], predict the reactants needed to synthesize it.